This data is from Full USPTO retrosynthesis dataset with 1.9M reactions from patents (1976-2016). The task is: Predict the reactants needed to synthesize the given product. The reactants are: [N+:1]([C:4]1[CH:5]=[C:6]2[C:10](=[CH:11][CH:12]=1)[NH:9][CH2:8][CH2:7]2)([O-:3])=[O:2].[OH-].[K+].[CH3:15]I. Given the product [CH3:15][N:9]1[C:10]2[C:6](=[CH:5][C:4]([N+:1]([O-:3])=[O:2])=[CH:12][CH:11]=2)[CH2:7][CH2:8]1, predict the reactants needed to synthesize it.